Dataset: Forward reaction prediction with 1.9M reactions from USPTO patents (1976-2016). Task: Predict the product of the given reaction. Given the reactants F[C:2](F)(F)[C:3]([O-])=O.[F:8][C:9]([F:19])([F:18])[C:10]1[CH:11]=[C:12]([CH2:16][NH2:17])[CH:13]=[CH:14][CH:15]=1.[S:20]1[CH:24]=[CH:23][N:22]=[C:21]1[N:25]1[CH:29]=[CH:28][CH:27]=[C:26]1[CH:30]=O, predict the reaction product. The product is: [S:20]1[CH:24]=[CH:23][N:22]=[C:21]1[N:25]1[CH:29]=[CH:28][CH:27]=[C:26]1[CH2:30][N:17]([CH2:30][C:26]1[N:25]([C:21]2[S:20][CH:2]=[CH:3][N:22]=2)[CH:29]=[CH:28][CH:27]=1)[CH2:16][C:12]1[CH:13]=[CH:14][CH:15]=[C:10]([C:9]([F:18])([F:19])[F:8])[CH:11]=1.